This data is from Reaction yield outcomes from USPTO patents with 853,638 reactions. The task is: Predict the reaction yield, written as a fraction of the theoretical maximum amount of product (1.0 means a 100% yield; for example, 0.34 means a 34% yield). (1) The yield is 0.600. The reactants are [OH:1][C:2]1[CH:7]=[C:6]([OH:8])[CH:5]=[CH:4][C:3]=1[C@H:9]1[CH2:14][CH2:13][C@H:12]([CH2:15][C:16]([O:18]C)=[O:17])[CH2:11][CH2:10]1.[OH-].[Na+].Cl. The product is [OH:1][C:2]1[CH:7]=[C:6]([OH:8])[CH:5]=[CH:4][C:3]=1[C@H:9]1[CH2:10][CH2:11][C@H:12]([CH2:15][C:16]([OH:18])=[O:17])[CH2:13][CH2:14]1. The catalyst is C(OCC)(=O)C.O. (2) The reactants are Br[C:2]1[CH:3]=[CH:4][C:5]([C:8]2([OH:36])[CH2:13][CH2:12][CH:11]([NH:14][C@H:15]3[CH2:19][CH2:18][N:17]([C:20](=[O:35])[CH2:21][NH:22][C:23](=[O:34])[C:24]4[CH:29]=[CH:28][CH:27]=[C:26]([C:30]([F:33])([F:32])[F:31])[CH:25]=4)[CH2:16]3)[CH2:10][CH2:9]2)=[N:6][CH:7]=1.[CH:37]([C:39]1[CH:44]=[CH:43][CH:42]=[CH:41][C:40]=1B(O)O)=[O:38].N#N.ClCCl. The catalyst is CN(C=O)C.C(=O)([O-])[O-].[Na+].[Na+].Cl[Pd]Cl.C1(P(C2C=CC=CC=2)[C-]2C=CC=C2)C=CC=CC=1.[C-]1(P(C2C=CC=CC=2)C2C=CC=CC=2)C=CC=C1.[Fe+2]. The product is [CH:37]([C:39]1[CH:44]=[CH:43][CH:42]=[CH:41][C:40]=1[C:2]1[CH:3]=[CH:4][C:5]([C:8]2([OH:36])[CH2:13][CH2:12][CH:11]([NH:14][C@H:15]3[CH2:19][CH2:18][N:17]([C:20](=[O:35])[CH2:21][NH:22][C:23](=[O:34])[C:24]4[CH:29]=[CH:28][CH:27]=[C:26]([C:30]([F:32])([F:31])[F:33])[CH:25]=4)[CH2:16]3)[CH2:10][CH2:9]2)=[N:6][CH:7]=1)=[O:38]. The yield is 0.530. (3) The reactants are [Br:1][C:2]1[CH:3]=[N:4][CH:5]=[C:6]([CH:10]=1)[C:7](Cl)=[O:8].CCN(CC)CC.[CH2:18]([NH2:25])[C:19]1[CH:24]=[CH:23][CH:22]=[CH:21][CH:20]=1. The catalyst is C(Cl)Cl.O. The product is [CH2:18]([NH:25][C:7](=[O:8])[C:6]1[CH:10]=[C:2]([Br:1])[CH:3]=[N:4][CH:5]=1)[C:19]1[CH:24]=[CH:23][CH:22]=[CH:21][CH:20]=1. The yield is 0.865. (4) The reactants are [Cl:1][C:2]1[CH:7]=[CH:6][C:5]([N:8]([C:12]2[CH:17]=[CH:16][CH:15]=[CH:14][C:13]=2[C:18]([F:21])([F:20])[F:19])[C:9](=[O:11])[NH2:10])=[CH:4][C:3]=1C(O)=O.[NH2:25][C:26]1[CH:27]=[N:28][CH:29]=[CH:30][CH:31]=1.C(Cl)Cl.CS(C)=O.[CH2:39]1[CH2:43][O:42][CH2:41][CH2:40]1. The catalyst is ClCCCl. The product is [Cl:1][C:2]1([C:9](=[O:11])[NH:8][C:5]2[CH:6]=[CH:41][CH:40]=[C:39]([C:43](=[O:42])[NH:25][C:26]3[CH:27]=[N:28][CH:29]=[CH:30][CH:31]=3)[CH:4]=2)[CH:7]=[CH:6][C:5]([N:8]([C:12]2[CH:17]=[CH:16][CH:15]=[CH:14][C:13]=2[C:18]([F:20])([F:21])[F:19])[C:9](=[O:11])[NH2:10])=[CH:4][CH2:3]1. The yield is 0.590.